This data is from Reaction yield outcomes from USPTO patents with 853,638 reactions. The task is: Predict the reaction yield, written as a fraction of the theoretical maximum amount of product (1.0 means a 100% yield; for example, 0.34 means a 34% yield). (1) The reactants are [F:1][C:2]1[C:10]([NH:11][S:12]([CH2:15][CH2:16][CH3:17])(=[O:14])=[O:13])=[CH:9][CH:8]=[C:7]([F:18])[C:3]=1C(O)=O.C([N:21]([CH2:24]C)CC)C.[CH:42]1[CH:43]=[CH:44][C:39]([O:38]P([O:38][C:39]2[CH:44]=[CH:43][CH:42]=[CH:41][CH:40]=2)(N=[N+]=[N-])=O)=[CH:40][CH:41]=1.C1([OH:51])C=CC=CC=1. The catalyst is O1CCOCC1. The product is [F:1][C:2]1[C:10]([NH:11][S:12]([CH2:15][CH2:16][CH3:17])(=[O:13])=[O:14])=[CH:9][CH:8]=[C:7]([F:18])[C:3]=1[NH:21][C:24](=[O:51])[O:38][C:39]1[CH:40]=[CH:41][CH:42]=[CH:43][CH:44]=1. The yield is 0.550. (2) The reactants are [Cl:1][C:2]1[C:11]([CH:12]=[O:13])=[CH:10][C:9]2[C:4](=[CH:5][CH:6]=[C:7]([O:14]C)[CH:8]=2)[N:3]=1.B(Br)(Br)Br. The catalyst is C(Cl)Cl. The product is [Cl:1][C:2]1[C:11]([CH:12]=[O:13])=[CH:10][C:9]2[C:4](=[CH:5][CH:6]=[C:7]([OH:14])[CH:8]=2)[N:3]=1. The yield is 0.640. (3) The reactants are [Cl:1][C:2]1[C:11]2[C:6](=[CH:7][CH:8]=[CH:9][CH:10]=2)[N:5]=[CH:4][CH:3]=1.[N+:12]([O-])([OH:14])=[O:13].OS(O)(=O)=O. No catalyst specified. The product is [Cl:1][C:2]1[C:11]2[C:6](=[C:7]([N+:12]([O-:14])=[O:13])[CH:8]=[CH:9][CH:10]=2)[N:5]=[CH:4][CH:3]=1. The yield is 0.360. (4) The reactants are [OH-].[Na+].C(OC(=O)[CH2:7][C:8]1[CH:13]=[C:12]([C:14]2[CH:19]=[CH:18][C:17]([C:20]([CH2:38][CH3:39])([C:23]3[CH:28]=[CH:27][C:26]([CH2:29][CH2:30][CH:31]([OH:36])[C:32]([CH3:35])([CH3:34])[CH3:33])=[C:25]([CH3:37])[CH:24]=3)[CH2:21][CH3:22])=[CH:16][C:15]=2[CH3:40])[N:11]=[N:10][CH:9]=1)C.Cl. The catalyst is CO. The product is [CH2:21]([C:20]([C:23]1[CH:28]=[CH:27][C:26]([CH2:29][CH2:30][CH:31]([OH:36])[C:32]([CH3:35])([CH3:34])[CH3:33])=[C:25]([CH3:37])[CH:24]=1)([C:17]1[CH:18]=[CH:19][C:14]([C:12]2[N:11]=[N:10][CH:9]=[C:8]([CH3:7])[CH:13]=2)=[C:15]([CH3:40])[CH:16]=1)[CH2:38][CH3:39])[CH3:22]. The yield is 0.830. (5) The reactants are CC1N=C(N2CCN(C3C=CC=CC=3)C2=O)SC=1C(OCC)=O.[F:24][CH:25]([F:49])[C:26]1[O:30][C:29]([CH2:31][N:32]2[CH2:36][CH2:35][N:34]([C:37]3[S:38][C:39]([C:43]([O:45]CC)=[O:44])=[C:40]([CH3:42])[N:41]=3)[C:33]2=[O:48])=[CH:28][CH:27]=1. No catalyst specified. The product is [F:49][CH:25]([F:24])[C:26]1[O:30][C:29]([CH2:31][N:32]2[CH2:36][CH2:35][N:34]([C:37]3[S:38][C:39]([C:43]([OH:45])=[O:44])=[C:40]([CH3:42])[N:41]=3)[C:33]2=[O:48])=[CH:28][CH:27]=1. The yield is 0.580. (6) The reactants are [Cl:1][C:2]1[CH:7]=[CH:6][C:5]([N:8]=[C:9]=[O:10])=[CH:4][C:3]=1[C:11]([F:14])([F:13])[F:12].[CH3:15][NH:16][C:17]([C:19]1[CH:24]=[C:23]([O:25][C:26]2[CH:32]=[CH:31][C:29]([NH2:30])=[CH:28][CH:27]=2)[CH:22]=[CH:21][N:20]=1)=[O:18]. The catalyst is C(Cl)Cl. The product is [Cl:1][C:2]1[CH:7]=[CH:6][C:5]([NH:8][C:9]([NH:30][C:29]2[CH:28]=[CH:27][C:26]([O:25][C:23]3[CH:22]=[CH:21][N:20]=[C:19]([C:17](=[O:18])[NH:16][CH3:15])[CH:24]=3)=[CH:32][CH:31]=2)=[O:10])=[CH:4][C:3]=1[C:11]([F:12])([F:13])[F:14]. The yield is 0.930. (7) The yield is 0.750. The reactants are [CH2:1]([SH:8])[C:2]1[CH:7]=[CH:6][CH:5]=[CH:4][CH:3]=1.[OH-].[Na+].[CH:11]1[CH:16]=[CH:15][C:14]([O:17][C:18](Cl)=[S:19])=[CH:13][CH:12]=1.C(OCC)C. The product is [O:17]([C:14]1[CH:15]=[CH:16][CH:11]=[CH:12][CH:13]=1)[C:18]([S:8][CH2:1][C:2]1[CH:7]=[CH:6][CH:5]=[CH:4][CH:3]=1)=[S:19]. The catalyst is O. (8) The reactants are [F:1][C:2]1[CH:3]=[C:4]([CH:6]=[CH:7][CH:8]=1)[NH2:5].[N:9]([O-])=O.[Na+].C([O-])(=O)C.[Na+].[C:18]([CH2:21][C:22](=[O:24])[CH3:23])(=[O:20])[CH3:19]. The catalyst is O.Cl.C(O)C. The product is [F:1][C:2]1[CH:3]=[C:4]([NH:5][N:9]=[C:21]([C:22](=[O:24])[CH3:23])[C:18](=[O:20])[CH3:19])[CH:6]=[CH:7][CH:8]=1. The yield is 0.330.